This data is from Reaction yield outcomes from USPTO patents with 853,638 reactions. The task is: Predict the reaction yield, written as a fraction of the theoretical maximum amount of product (1.0 means a 100% yield; for example, 0.34 means a 34% yield). (1) The reactants are [Br:1][C:2]1[C:3]([NH2:10])=[C:4]([NH2:9])[C:5]([Br:8])=[CH:6][CH:7]=1.[C:11]1([C:17](=O)[C:18]([C:20]2[CH:25]=[CH:24][CH:23]=[CH:22][CH:21]=2)=O)[CH:16]=[CH:15][CH:14]=[CH:13][CH:12]=1.C(O)(=O)C.C(=O)(O)[O-].[Na+]. The catalyst is O. The product is [Br:1][C:2]1[CH:7]=[CH:6][C:5]([Br:8])=[C:4]2[C:3]=1[N:10]=[C:17]([C:11]1[CH:16]=[CH:15][CH:14]=[CH:13][CH:12]=1)[C:18]([C:20]1[CH:25]=[CH:24][CH:23]=[CH:22][CH:21]=1)=[N:9]2. The yield is 0.810. (2) The reactants are C(OC(=O)[NH:7][CH2:8][CH2:9][NH:10][C:11]1[N:12]=[N:13][C:14]([C:28]#[N:29])=[C:15]([N:17]2[CH2:23][CH2:22][C:21]3[CH:24]=[CH:25][CH:26]=[CH:27][C:20]=3[CH2:19][CH2:18]2)[N:16]=1)(C)(C)C.[F:31][C:32]([F:37])([F:36])[C:33]([OH:35])=[O:34]. The catalyst is ClCCl. The product is [F:31][C:32]([F:37])([F:36])[C:33]([OH:35])=[O:34].[NH2:7][CH2:8][CH2:9][NH:10][C:11]1[N:12]=[N:13][C:14]([C:28]#[N:29])=[C:15]([N:17]2[CH2:23][CH2:22][C:21]3[CH:24]=[CH:25][CH:26]=[CH:27][C:20]=3[CH2:19][CH2:18]2)[N:16]=1. The yield is 0.470. (3) The reactants are [CH3:1][O:2][C:3]1[C:4]2[N:5]([N:9]=[C:10]([C:12]3([CH2:15][OH:16])[CH2:14][CH2:13]3)[N:11]=2)[CH:6]=[CH:7][CH:8]=1.[I:17]N1C(=O)CCC1=O.B(F)(F)F.O.O.C([O-])(O)=O.[Na+].[O-]S([O-])(=S)=O.[Na+].[Na+]. No catalyst specified. The product is [I:17][C:6]1[N:5]2[N:9]=[C:10]([C:12]3([CH2:15][OH:16])[CH2:14][CH2:13]3)[N:11]=[C:4]2[C:3]([O:2][CH3:1])=[CH:8][CH:7]=1. The yield is 0.520. (4) The reactants are [H-].[Na+].[Br:3][C:4]1[CH:9]=[CH:8][N:7]=[C:6]([OH:10])[CH:5]=1.[CH3:11]I. The catalyst is C1COCC1. The product is [Br:3][C:4]1[CH:9]=[CH:8][N:7]([CH3:11])[C:6](=[O:10])[CH:5]=1. The yield is 0.500. (5) The reactants are Cl[C:2]1[N:7]=[C:6]([C:8]#[N:9])[CH:5]=[CH:4][N:3]=1.[NH2:10][CH:11]([CH2:24][CH:25]1[CH2:30][CH2:29][CH2:28][CH2:27][CH2:26]1)[C:12]([NH:14][C:15]1([C:22]#[N:23])[CH2:20][CH2:19][N:18]([CH3:21])[CH2:17][CH2:16]1)=[O:13].C(N(CC)C(C)C)(C)C. The catalyst is C(#N)C. The product is [C:22]([C:15]1([NH:14][C:12](=[O:13])[CH:11]([NH:10][C:2]2[N:7]=[C:6]([C:8]#[N:9])[CH:5]=[CH:4][N:3]=2)[CH2:24][CH:25]2[CH2:26][CH2:27][CH2:28][CH2:29][CH2:30]2)[CH2:16][CH2:17][N:18]([CH3:21])[CH2:19][CH2:20]1)#[N:23]. The yield is 0.520. (6) The reactants are [C:1]([C:3]1[CH:8]=[CH:7][C:6]([N:9]([CH2:14][C:15]([F:18])([F:17])[F:16])[CH2:10][C:11]([NH2:13])=O)=[CH:5][C:4]=1[C:19]([F:22])([F:21])[F:20])#[N:2].C(Cl)(Cl)(Cl)Cl.C1(P(C2C=CC=CC=2)C2C=CC=CC=2)C=CC=CC=1. The catalyst is ClCCCl. The product is [C:11]([CH2:10][N:9]([CH2:14][C:15]([F:16])([F:18])[F:17])[C:6]1[CH:7]=[CH:8][C:3]([C:1]#[N:2])=[C:4]([C:19]([F:21])([F:22])[F:20])[CH:5]=1)#[N:13]. The yield is 0.550. (7) The reactants are [F:1][C:2]([F:11])([F:10])[C:3]1[CH:9]=[CH:8][C:6]([NH2:7])=[CH:5][CH:4]=1.O=[C:13]([CH2:19][CH3:20])[CH2:14][C:15]([O:17][CH3:18])=[O:16].C1(C)C=CC=CC=1.C(O)(=O)C. The catalyst is O. The product is [F:1][C:2]([F:10])([F:11])[C:3]1[CH:9]=[CH:8][C:6]([NH:7][C:13]([CH2:19][CH3:20])=[CH:14][C:15]([O:17][CH3:18])=[O:16])=[CH:5][CH:4]=1. The yield is 0.728. (8) The reactants are [BH4-].[Na+].[C:3]([O:7][C:8](=[O:34])[NH:9][C@H:10]1[CH2:15][CH2:14][C@H:13]([CH2:16][C:17]2[C:18](=[O:33])[O:19][C:20]3[CH:21]=[N:22][C:23]4[C:28]([C:29]=3[CH:30]=2)=[CH:27][C:26]([O:31][CH3:32])=[CH:25][CH:24]=4)[CH2:12][CH2:11]1)([CH3:6])([CH3:5])[CH3:4].C(OCC)(=O)C. The catalyst is CO. The product is [C:3]([O:7][C:8](=[O:34])[NH:9][C@H:10]1[CH2:11][CH2:12][C@H:13]([CH2:16][CH:17]([CH2:30][C:29]2[C:28]3[C:23](=[CH:24][CH:25]=[C:26]([O:31][CH3:32])[CH:27]=3)[N:22]=[CH:21][C:20]=2[OH:19])[CH2:18][OH:33])[CH2:14][CH2:15]1)([CH3:4])([CH3:6])[CH3:5]. The yield is 0.590. (9) The reactants are [CH2:1]([N:8]1[CH2:12][C@@H:11]([CH:13]=[C:14]([CH3:16])[CH3:15])[CH2:10][C:9]1=[O:17])[C:2]1[CH:7]=[CH:6][CH:5]=[CH:4][CH:3]=1. The catalyst is CO.[OH-].[OH-].[Pd+2]. The product is [CH2:1]([N:8]1[CH2:12][C@@H:11]([CH2:13][CH:14]([CH3:15])[CH3:16])[CH2:10][C:9]1=[O:17])[C:2]1[CH:7]=[CH:6][CH:5]=[CH:4][CH:3]=1. The yield is 1.00.